Dataset: Reaction yield outcomes from USPTO patents with 853,638 reactions. Task: Predict the reaction yield, written as a fraction of the theoretical maximum amount of product (1.0 means a 100% yield; for example, 0.34 means a 34% yield). The reactants are [Cl:1][C:2]1[CH:7]=[CH:6][C:5]([O:8][C:9]2[CH:14]=[CH:13][C:12](I)=[CH:11][C:10]=2[O:16][CH3:17])=[CH:4][C:3]=1[Cl:18].C([O-])(=O)C.[K+].[CH3:24][C:25]1([CH3:41])[C:29]([CH3:31])([CH3:30])[O:28][B:27]([B:27]2[O:28][C:29]([CH3:31])([CH3:30])[C:25]([CH3:41])([CH3:24])[O:26]2)[O:26]1. The catalyst is O1CCOCC1.C1C=CC(P(C2C=CC=CC=2)[C-]2C=CC=C2)=CC=1.C1C=CC(P(C2C=CC=CC=2)[C-]2C=CC=C2)=CC=1.Cl[Pd]Cl.[Fe+2]. The product is [Cl:18][C:3]1[CH:4]=[C:5]([CH:6]=[CH:7][C:2]=1[Cl:1])[O:8][C:9]1[CH:14]=[CH:13][C:12]([B:27]2[O:28][C:29]([CH3:31])([CH3:30])[C:25]([CH3:41])([CH3:24])[O:26]2)=[CH:11][C:10]=1[O:16][CH3:17]. The yield is 0.110.